From a dataset of Forward reaction prediction with 1.9M reactions from USPTO patents (1976-2016). Predict the product of the given reaction. (1) The product is: [N+:7]([C:10]1[CH:11]=[N:12][N:13]([CH:3]2[CH2:4][CH2:5][C:1](=[O:6])[CH2:2]2)[CH:14]=1)([O-:9])=[O:8]. Given the reactants [C:1]1(=[O:6])[CH2:5][CH2:4][CH:3]=[CH:2]1.[N+:7]([C:10]1[CH:11]=[N:12][NH:13][CH:14]=1)([O-:9])=[O:8].O, predict the reaction product. (2) Given the reactants [NH2:1][C:2]1[C:3]2[N:4]([C:8]([C@@H:25]3[CH2:28][C@H:27]([CH2:29]O)[CH2:26]3)=[N:9][C:10]=2[C:11]2[CH:16]=[CH:15][CH:14]=[C:13]([O:17][CH2:18][CH:19]3[CH2:24][CH2:23][CH2:22][CH2:21][O:20]3)[CH:12]=2)[CH:5]=[CH:6][N:7]=1.[NH:31]1[CH2:36][CH2:35][S:34](=[O:38])(=[O:37])[CH2:33][CH2:32]1.C(O)(=O)C.C(O[BH-](OC(=O)C)OC(=O)C)(=O)C.[Na+], predict the reaction product. The product is: [O:37]=[S:34]1(=[O:38])[CH2:35][CH2:36][N:31]([CH2:29][C@@H:27]2[CH2:28][C@H:25]([C:8]3[N:4]4[CH:5]=[CH:6][N:7]=[C:2]([NH2:1])[C:3]4=[C:10]([C:11]4[CH:16]=[CH:15][CH:14]=[C:13]([O:17][CH2:18][CH:19]5[CH2:24][CH2:23][CH2:22][CH2:21][O:20]5)[CH:12]=4)[N:9]=3)[CH2:26]2)[CH2:32][CH2:33]1.